From a dataset of NCI-60 drug combinations with 297,098 pairs across 59 cell lines. Regression. Given two drug SMILES strings and cell line genomic features, predict the synergy score measuring deviation from expected non-interaction effect. (1) Drug 1: C1CN1P(=S)(N2CC2)N3CC3. Drug 2: CC1CCCC2(C(O2)CC(NC(=O)CC(C(C(=O)C(C1O)C)(C)C)O)C(=CC3=CSC(=N3)C)C)C. Cell line: SK-MEL-28. Synergy scores: CSS=32.2, Synergy_ZIP=-0.717, Synergy_Bliss=-2.38, Synergy_Loewe=-7.85, Synergy_HSA=-0.682. (2) Drug 1: CNC(=O)C1=NC=CC(=C1)OC2=CC=C(C=C2)NC(=O)NC3=CC(=C(C=C3)Cl)C(F)(F)F. Drug 2: N.N.Cl[Pt+2]Cl. Cell line: SF-539. Synergy scores: CSS=39.6, Synergy_ZIP=-3.65, Synergy_Bliss=-4.38, Synergy_Loewe=-18.1, Synergy_HSA=-2.52.